From a dataset of Full USPTO retrosynthesis dataset with 1.9M reactions from patents (1976-2016). Predict the reactants needed to synthesize the given product. (1) The reactants are: [CH2:1]([O:8][C:9]1[CH:14]=[CH:13][C:12]([N:15]([CH3:46])[C:16]([C:18]2[CH:19]=[C:20]([C:25]3[CH:26]=[C:27]4[C:32](=[CH:33][C:34]=3[C:35]([O:37]C)=[O:36])[CH2:31][N:30]([C:39]([O:41][C:42]([CH3:45])([CH3:44])[CH3:43])=[O:40])[CH2:29][CH2:28]4)[N:21]([CH3:24])[C:22]=2[CH3:23])=[O:17])=[CH:11][CH:10]=1)[C:2]1[CH:7]=[CH:6][CH:5]=[CH:4][CH:3]=1.[Li+:47].[OH-]. Given the product [CH2:1]([O:8][C:9]1[CH:14]=[CH:13][C:12]([N:15]([CH3:46])[C:16]([C:18]2[CH:19]=[C:20]([C:25]3[CH:26]=[C:27]4[C:32](=[CH:33][C:34]=3[C:35]([O:37][Li:47])=[O:36])[CH2:31][N:30]([C:39]([O:41][C:42]([CH3:45])([CH3:44])[CH3:43])=[O:40])[CH2:29][CH2:28]4)[N:21]([CH3:24])[C:22]=2[CH3:23])=[O:17])=[CH:11][CH:10]=1)[C:2]1[CH:7]=[CH:6][CH:5]=[CH:4][CH:3]=1, predict the reactants needed to synthesize it. (2) Given the product [C:22]([O:21][C:19]([N:2]1[CH2:7][CH2:6][CH:5]([C:8]2[CH:16]=[CH:15][C:11]([C:12]([OH:14])=[O:13])=[CH:10][CH:9]=2)[CH2:4][CH2:3]1)=[O:20])([CH3:25])([CH3:24])[CH3:23], predict the reactants needed to synthesize it. The reactants are: Cl.[NH:2]1[CH2:7][CH2:6][CH:5]([C:8]2[CH:16]=[CH:15][C:11]([C:12]([OH:14])=[O:13])=[CH:10][CH:9]=2)[CH2:4][CH2:3]1.[OH-].[Na+].[C:19](O[C:19]([O:21][C:22]([CH3:25])([CH3:24])[CH3:23])=[O:20])([O:21][C:22]([CH3:25])([CH3:24])[CH3:23])=[O:20].Cl. (3) Given the product [CH2:2]([O:4][C:5]([C:7]1[C:8]([C:17]([F:19])([F:20])[F:18])=[N:9][C:10]2[CH2:11][CH2:12][N:13]([C:30](=[O:31])[C:29]3[CH:33]=[C:25]([S:22]([CH3:21])(=[O:23])=[O:24])[CH:26]=[CH:27][C:28]=3[O:34][C@@H:35]([CH3:40])[C:36]([F:39])([F:37])[F:38])[CH2:14][C:15]=2[CH:16]=1)=[O:6])[CH3:3], predict the reactants needed to synthesize it. The reactants are: Cl.[CH2:2]([O:4][C:5]([C:7]1[C:8]([C:17]([F:20])([F:19])[F:18])=[N:9][C:10]2[CH2:11][CH2:12][NH:13][CH2:14][C:15]=2[CH:16]=1)=[O:6])[CH3:3].[CH3:21][S:22]([C:25]1[CH:26]=[CH:27][C:28]([O:34][C@@H:35]([CH3:40])[C:36]([F:39])([F:38])[F:37])=[C:29]([CH:33]=1)[C:30](O)=[O:31])(=[O:24])=[O:23]. (4) Given the product [CH3:13][O:14][CH2:15][N:16]1[C:24]2[C:19](=[CH:20][C:21]([C:25]3[NH:12][C:11]4[N:10]([N:9]=[CH:8][C:7]=4[C:2]4[CH:3]=[CH:4][CH:5]=[CH:6][N:1]=4)[C:27](=[O:28])[CH:26]=3)=[CH:22][CH:23]=2)[CH:18]=[N:17]1, predict the reactants needed to synthesize it. The reactants are: [N:1]1[CH:6]=[CH:5][CH:4]=[CH:3][C:2]=1[C:7]1[CH:8]=[N:9][NH:10][C:11]=1[NH2:12].[CH3:13][O:14][CH2:15][N:16]1[C:24]2[C:19](=[CH:20][C:21]([C:25](=O)[CH2:26][C:27](OCC)=[O:28])=[CH:22][CH:23]=2)[CH:18]=[N:17]1.CC1C=CC(S(O)(=O)=O)=CC=1. (5) Given the product [C:1]([C@@:18]1([N:26]2[C:36]3[N:35]=[C:33]([NH2:34])[NH:32][C:30](=[O:31])[C:29]=3[N:28]=[CH:27]2)[O:25][C@H:22]([CH2:23][OH:24])[C@@H:20]([OH:21])[CH2:19]1)(=[O:17])[CH2:2][CH2:3][CH2:4][CH2:5][CH2:6][CH2:7][CH2:8][CH2:9][CH2:10][CH2:11][CH3:12], predict the reactants needed to synthesize it. The reactants are: [C:1]([C@@:18]1([N:26]2[C:36]3[N:35]=[C:33]([NH2:34])[NH:32][C:30](=[O:31])[C:29]=3[N:28]=[CH:27]2)[O:25][C@H:22]([CH2:23][OH:24])[C@@H:20]([OH:21])[CH2:19]1)(=[O:17])[CH2:2][CH2:3][CH2:4][CH2:5][CH2:6][CH2:7][CH2:8][CH2:9][CH2:10][CH2:11][CH2:12]CCCC.C(Cl)(=O)CCCCCCC.C(Cl)(=O)CCCCCCCCCCCCCCC. (6) The reactants are: [Br:1][C:2]1[CH:3]=[C:4]([C:24]([F:27])([F:26])[F:25])[C:5]2[N:6]([C:17]([O:19][C:20]([CH3:23])([CH3:22])[CH3:21])=[O:18])[C:7]3[C:12]([S:13][C:14]=2[CH:15]=1)=[CH:11][C:10](Br)=[CH:9][CH:8]=3.C1C=CC(P(C2C(C3C(P(C4C=CC=CC=4)C4C=CC=CC=4)=CC=C4C=3C=CC=C4)=C3C(C=CC=C3)=CC=2)C2C=CC=CC=2)=CC=1.C([O-])([O-])=O.[Cs+].[Cs+].[NH:80]1[CH2:84][CH2:83][CH2:82][CH2:81]1. Given the product [N:80]1([C:10]2[CH:11]=[C:12]3[C:7](=[CH:8][CH:9]=2)[N:6]([C:17]([O:19][C:20]([CH3:22])([CH3:21])[CH3:23])=[O:18])[C:5]2[C:4]([C:24]([F:27])([F:25])[F:26])=[CH:3][C:2]([Br:1])=[CH:15][C:14]=2[S:13]3)[CH2:84][CH2:83][CH2:82][CH2:81]1, predict the reactants needed to synthesize it. (7) Given the product [CH3:1][O:2][C:3](=[O:21])[CH2:4][C:5]1[CH:10]=[CH:9][CH:8]=[C:7]([O:11][C:12]2[CH:17]=[CH:16][C:15]([Br:18])=[CH:14][C:13]=2[CH2:19][N:31]2[C@@H:30]([CH3:35])[C@@H:29]([C:26]3[CH:25]=[CH:24][C:23]([Cl:22])=[CH:28][CH:27]=3)[O:33][C:32]2=[O:34])[CH:6]=1, predict the reactants needed to synthesize it. The reactants are: [CH3:1][O:2][C:3](=[O:21])[CH2:4][C:5]1[CH:10]=[CH:9][CH:8]=[C:7]([O:11][C:12]2[CH:17]=[CH:16][C:15]([Br:18])=[CH:14][C:13]=2[CH2:19]Br)[CH:6]=1.[Cl:22][C:23]1[CH:28]=[CH:27][C:26]([C@H:29]2[O:33][C:32](=[O:34])[NH:31][C@H:30]2[CH3:35])=[CH:25][CH:24]=1. (8) The reactants are: [H-].[Na+].BrC1C=CC(S(C)(=O)=O)=C(Cl)C=1Cl.[Na].[Br:17][C:18]1[C:19]([Cl:29])=[C:20]([OH:28])[C:21]([S:24]([CH3:27])(=[O:26])=[O:25])=[CH:22][CH:23]=1.Cl. Given the product [Br:17][C:18]1[C:19]([Cl:29])=[C:20]([OH:28])[C:21]([S:24]([CH3:27])(=[O:26])=[O:25])=[CH:22][CH:23]=1, predict the reactants needed to synthesize it.